Dataset: Peptide-MHC class I binding affinity with 185,985 pairs from IEDB/IMGT. Task: Regression. Given a peptide amino acid sequence and an MHC pseudo amino acid sequence, predict their binding affinity value. This is MHC class I binding data. (1) The peptide sequence is AMEGGTTKA. The MHC is HLA-B39:01 with pseudo-sequence HLA-B39:01. The binding affinity (normalized) is 0.0847. (2) The peptide sequence is QLSLRMLSL. The MHC is HLA-A01:01 with pseudo-sequence HLA-A01:01. The binding affinity (normalized) is 0.0847. (3) The peptide sequence is TTLLNETAK. The MHC is HLA-A11:01 with pseudo-sequence HLA-A11:01. The binding affinity (normalized) is 0.762. (4) The peptide sequence is RMGERQLQK. The MHC is HLA-A03:01 with pseudo-sequence HLA-A03:01. The binding affinity (normalized) is 0.461. (5) The peptide sequence is SRLTYQWHK. The MHC is HLA-B48:01 with pseudo-sequence HLA-B48:01. The binding affinity (normalized) is 0.0847. (6) The binding affinity (normalized) is 0.0847. The peptide sequence is VPHVIEEVM. The MHC is HLA-A03:01 with pseudo-sequence HLA-A03:01. (7) The peptide sequence is FKYDSTKPL. The MHC is HLA-B46:01 with pseudo-sequence HLA-B46:01. The binding affinity (normalized) is 0.0847.